From a dataset of Reaction yield outcomes from USPTO patents with 853,638 reactions. Predict the reaction yield, written as a fraction of the theoretical maximum amount of product (1.0 means a 100% yield; for example, 0.34 means a 34% yield). (1) The reactants are [H-].[Na+].[C:3](OCC)(=O)[CH2:4][C:5]([CH3:7])=[O:6].[F:12][C:13]1[CH:18]=[CH:17][C:16]([N+:19]([O-:21])=[O:20])=C(F)[C:14]=1[F:23]. The catalyst is C1COCC1. The product is [C:5]([CH2:4][C:3]1[C:14]([F:23])=[C:13]([F:12])[CH:18]=[CH:17][C:16]=1[N+:19]([O-:21])=[O:20])(=[O:6])[CH3:7]. The yield is 0.720. (2) The reactants are [CH3:1][O:2][C:3]1[CH:25]=[CH:24][C:6]([CH2:7][N:8]2[CH2:14][C:13]3[CH:15]=[CH:16][C:17]([C:19](OC)=[O:20])=[CH:18][C:12]=3[O:11][C@@H:10]([CH3:23])[CH2:9]2)=[CH:5][CH:4]=1.[OH-:26].[Na+].[NH2:28]O. The catalyst is C1COCC1.CO. The product is [OH:26][NH:28][C:19]([C:17]1[CH:16]=[CH:15][C:13]2[CH2:14][N:8]([CH2:7][C:6]3[CH:24]=[CH:25][C:3]([O:2][CH3:1])=[CH:4][CH:5]=3)[CH2:9][C@H:10]([CH3:23])[O:11][C:12]=2[CH:18]=1)=[O:20]. The yield is 0.260. (3) The reactants are C[O:2][C:3]1[C:8]([CH3:9])=[C:7]([CH3:10])[C:6]([O:11]C)=[C:5]([CH3:13])[C:4]=1[CH2:14]/[CH:15]=[C:16](\[CH3:22])/[CH2:17][CH2:18][CH2:19][CH2:20][OH:21].O=[N+]([O-])[O-].[O-][N+](=O)[O-].[O-][N+](=O)[O-].[O-][N+](=O)[O-].[O-][N+](=O)[O-].[O-][N+](=O)[O-].[Ce+4].[NH4+].[NH4+].O.CCOC(C)=O. The catalyst is C(C#N)(C)=O.O. The product is [OH:21][CH2:20][CH2:19][CH2:18][CH2:17]/[C:16](/[CH3:22])=[CH:15]/[CH2:14][C:4]1[C:3](=[O:2])[C:8]([CH3:9])=[C:7]([CH3:10])[C:6](=[O:11])[C:5]=1[CH3:13]. The yield is 0.0820. (4) The reactants are C([N:8]1[CH:13]([CH3:14])[CH2:12][CH:11]=[C:10]([C:15]([O:17][CH3:18])=[O:16])[CH2:9]1)C1C=CC=CC=1.Cl[C:20]([O:22][CH2:23][CH:24]=[CH2:25])=[O:21].C(=O)([O-])O.[Na+].C(OCC)(=O)C. The catalyst is C1COCC1. The product is [CH3:14][CH:13]1[N:8]([C:20]([O:22][CH2:23][CH:24]=[CH2:25])=[O:21])[CH2:9][C:10]([C:15]([O:17][CH3:18])=[O:16])=[CH:11][CH2:12]1. The yield is 0.710.